Predict which catalyst facilitates the given reaction. From a dataset of Catalyst prediction with 721,799 reactions and 888 catalyst types from USPTO. (1) Reactant: [CH3:1][O:2][C:3]1[CH:4]=[C:5]2[C:10](=[CH:11][C:12]=1[OH:13])[N:9]=[CH:8][CH:7]=[C:6]2[O:14][C:15]1[CH:20]=[CH:19][C:18]([N+:21]([O-:23])=[O:22])=[CH:17][CH:16]=1.[N+](C1C=CC([O:33][S:34]([C:37]([F:40])([F:39])[F:38])(=O)=[O:35])=CC=1)([O-])=O.C(=O)([O-])[O-].[K+].[K+]. Product: [CH3:1][O:2][C:3]1[CH:4]=[C:5]2[C:10](=[CH:11][C:12]=1[O:13][S:34]([C:37]([F:40])([F:39])[F:38])(=[O:35])=[O:33])[N:9]=[CH:8][CH:7]=[C:6]2[O:14][C:15]1[CH:16]=[CH:17][C:18]([N+:21]([O-:23])=[O:22])=[CH:19][CH:20]=1. The catalyst class is: 6. (2) Reactant: [F:1][C:2]1[CH:11]=[C:10]2[C:5]([C:6]([O:19][CH2:20][CH2:21][O:22]C3CCCCO3)=[C:7]([C:13]3[CH:18]=[CH:17][CH:16]=[CH:15][CH:14]=3)[NH:8][C:9]2=[O:12])=[CH:4][CH:3]=1.C1(C)C=CC(S(O)(=O)=O)=CC=1. Product: [F:1][C:2]1[CH:11]=[C:10]2[C:5]([C:6]([O:19][CH2:20][CH2:21][OH:22])=[C:7]([C:13]3[CH:18]=[CH:17][CH:16]=[CH:15][CH:14]=3)[NH:8][C:9]2=[O:12])=[CH:4][CH:3]=1. The catalyst class is: 5.